From a dataset of Full USPTO retrosynthesis dataset with 1.9M reactions from patents (1976-2016). Predict the reactants needed to synthesize the given product. (1) Given the product [OH:32][CH:19]([C:20]1[O:21][C:22]([C:25]2[CH:30]=[CH:29][CH:28]=[CH:27][C:26]=2[CH3:31])=[CH:23][CH:24]=1)[CH2:18][CH2:17][C@H:12]1[CH2:13][CH2:14][C:15](=[O:16])[N:11]1[CH2:10][CH2:9][CH2:8][CH2:7][CH2:6][CH2:5][C:4]([OH:33])=[O:3], predict the reactants needed to synthesize it. The reactants are: C([O:3][C:4](=[O:33])[CH2:5][CH2:6][CH2:7][CH2:8][CH2:9][CH2:10][N:11]1[C:15](=[O:16])[CH2:14][CH2:13][C@@H:12]1[CH2:17][CH2:18][CH:19]([OH:32])[C:20]1[O:21][C:22]([C:25]2[CH:30]=[CH:29][CH:28]=[CH:27][C:26]=2[CH3:31])=[CH:23][CH:24]=1)C.[OH-].[Na+].Cl.C(OCC)(=O)C. (2) The reactants are: [CH3:1][O:2][CH2:3][CH2:4][NH:5][C:6]1[CH:7]=[C:8]([C:16]([OH:18])=O)[C:9]2[C:14]([CH:15]=1)=[CH:13][CH:12]=[CH:11][CH:10]=2.CC[N:21]([CH:25]([CH3:27])[CH3:26])C(C)C.C1(N)CC1.F[P-](F)(F)(F)(F)F.N1(OC(N(C)C)=[N+](C)C)C2N=CC=CC=2N=N1. Given the product [CH:25]1([NH:21][C:16]([C:8]2[C:9]3[C:14](=[CH:13][CH:12]=[CH:11][CH:10]=3)[CH:15]=[C:6]([NH:5][CH2:4][CH2:3][O:2][CH3:1])[CH:7]=2)=[O:18])[CH2:27][CH2:26]1, predict the reactants needed to synthesize it. (3) Given the product [CH2:25]([O:1][C:2]1[CH:3]=[CH:4][C:5]([CH2:8][NH:9][C:10](=[O:18])[C:11]2[CH:16]=[CH:15][CH:14]=[N:13][C:12]=2[NH2:17])=[CH:6][CH:7]=1)[CH2:24][CH2:23][CH2:22][C:21]#[CH:20], predict the reactants needed to synthesize it. The reactants are: [OH:1][C:2]1[CH:7]=[CH:6][C:5]([CH2:8][NH:9][C:10](=[O:18])[C:11]2[CH:16]=[CH:15][CH:14]=[N:13][C:12]=2[NH2:17])=[CH:4][CH:3]=1.Cl[CH2:20][CH2:21][CH2:22][CH2:23][C:24]#[CH:25].C(=O)([O-])[O-].[Cs+].[Cs+].CN(C=O)C.